Predict the reaction yield, written as a fraction of the theoretical maximum amount of product (1.0 means a 100% yield; for example, 0.34 means a 34% yield). From a dataset of Reaction yield outcomes from USPTO patents with 853,638 reactions. (1) The reactants are F[C:2]1[CH:7]=[CH:6][CH:5]=[C:4]([F:8])[N:3]=1.[CH3:9][O:10][C:11]1[CH:18]=[CH:17][C:14]([CH2:15][NH2:16])=[CH:13][CH:12]=1.C(N(CC)C(C)C)(C)C.O. The catalyst is CN1CCCC1=O. The product is [F:8][C:4]1[N:3]=[C:2]([NH:16][CH2:15][C:14]2[CH:17]=[CH:18][C:11]([O:10][CH3:9])=[CH:12][CH:13]=2)[CH:7]=[CH:6][CH:5]=1. The yield is 0.748. (2) The reactants are [CH3:1][O:2][C:3]1[C:37]([O:38][CH3:39])=[CH:36][CH:35]=[CH:34][C:4]=1[CH2:5][N:6]([CH2:27][CH2:28][CH2:29][CH2:30][CH2:31][CH2:32][CH3:33])[C:7](=[O:26])[CH2:8][O:9][C:10]1[CH:15]=[CH:14][C:13]([CH2:16][C@H:17]([O:23][CH2:24][CH3:25])[C:18]([O:20]CC)=[O:19])=[CH:12][CH:11]=1.[Li+].[OH-].Cl. The catalyst is C(#N)C. The product is [CH3:1][O:2][C:3]1[C:37]([O:38][CH3:39])=[CH:36][CH:35]=[CH:34][C:4]=1[CH2:5][N:6]([CH2:27][CH2:28][CH2:29][CH2:30][CH2:31][CH2:32][CH3:33])[C:7](=[O:26])[CH2:8][O:9][C:10]1[CH:11]=[CH:12][C:13]([CH2:16][C@H:17]([O:23][CH2:24][CH3:25])[C:18]([OH:20])=[O:19])=[CH:14][CH:15]=1. The yield is 0.980.